From a dataset of Reaction yield outcomes from USPTO patents with 853,638 reactions. Predict the reaction yield, written as a fraction of the theoretical maximum amount of product (1.0 means a 100% yield; for example, 0.34 means a 34% yield). (1) The reactants are [CH3:1][O:2][C:3]1[CH:4]=[CH:5][C:6]([CH:9]=O)=[CH:7][CH:8]=1.[C:11](#[N:15])[CH2:12][C:13]#[N:14].C(N(CC)CC)C.[CH3:23][O:24][C:25]1[CH:30]=[CH:29][C:28]([C:31]2[CH2:35][C:34](=[O:36])[N:33]([C:37]3[CH:42]=[CH:41][CH:40]=[CH:39][CH:38]=3)[N:32]=2)=[CH:27][CH:26]=1. The catalyst is C(O)C. The product is [NH2:14][C:13]1[O:36][C:34]2[N:33]([C:37]3[CH:42]=[CH:41][CH:40]=[CH:39][CH:38]=3)[N:32]=[C:31]([C:28]3[CH:27]=[CH:26][C:25]([O:24][CH3:23])=[CH:30][CH:29]=3)[C:35]=2[CH:9]([C:6]2[CH:7]=[CH:8][C:3]([O:2][CH3:1])=[CH:4][CH:5]=2)[C:12]=1[C:11]#[N:15]. The yield is 0.820. (2) The reactants are [CH:1]#[C:2][CH2:3][NH:4][C@H:5]1[C:9]2[CH:10]=[CH:11][CH:12]=[CH:13][C:8]=2[CH2:7][CH2:6]1.[CH3:14][S:15]([OH:18])(=[O:17])=[O:16]. The catalyst is C(#N)C. The product is [CH3:14][S:15]([OH:18])(=[O:17])=[O:16].[CH:1]#[C:2][CH2:3][NH:4][C@H:5]1[C:9]2[CH:10]=[CH:11][CH:12]=[CH:13][C:8]=2[CH2:7][CH2:6]1. The yield is 0.862. (3) The reactants are C[O:2][CH2:3][C@H:4]([CH3:33])[O:5][C:6]1[CH:7]=[C:8]([C:23]2[NH:27][C:26]([C:28]3[S:29][CH2:30][CH2:31][N:32]=3)=[CH:25][CH:24]=2)[CH:9]=[C:10]([O:12][C:13]2[CH:18]=[CH:17][C:16]([S:19]([CH3:22])(=[O:21])=[O:20])=[CH:15][CH:14]=2)[CH:11]=1.ClCCl.B(Br)(Br)Br.C(=O)([O-])O.[Na+]. The catalyst is ClCCl. The product is [S:29]1[CH2:30][CH2:31][N:32]=[C:28]1[C:26]1[NH:27][C:23]([C:8]2[CH:7]=[C:6]([CH:11]=[C:10]([O:12][C:13]3[CH:18]=[CH:17][C:16]([S:19]([CH3:22])(=[O:21])=[O:20])=[CH:15][CH:14]=3)[CH:9]=2)[O:5][C@@H:4]([CH3:33])[CH2:3][OH:2])=[CH:24][CH:25]=1. The yield is 0.540. (4) The yield is 0.920. No catalyst specified. The product is [CH2:18]([O:17][P:16]([CH2:2][C:3]1[S:4][C:5]2[CH:11]=[C:10]([O:12][CH3:13])[C:9]([O:14][CH3:15])=[CH:8][C:6]=2[N:7]=1)(=[O:23])[O:20][CH2:21][CH3:22])[CH3:19]. The reactants are Br[CH2:2][C:3]1[S:4][C:5]2[CH:11]=[C:10]([O:12][CH3:13])[C:9]([O:14][CH3:15])=[CH:8][C:6]=2[N:7]=1.[P:16]([O:23]CC)([O:20][CH2:21][CH3:22])[O:17][CH2:18][CH3:19]. (5) No catalyst specified. The yield is 0.770. The product is [C:11]([C:10]1[CH:13]=[CH:14][C:7]([N:6]([CH2:19][C:20]2[CH:25]=[CH:24][CH:23]=[CH:22][C:21]=2[C:26]([F:27])([F:28])[F:29])[C@H:3]2[CH2:4][CH2:5][N:1]([CH2:31][C:32]([O:34][C:35]([CH3:38])([CH3:37])[CH3:36])=[O:33])[CH2:2]2)=[CH:8][C:9]=1[C:15]([F:17])([F:18])[F:16])#[N:12]. The reactants are [NH:1]1[CH2:5][CH2:4][C@H:3]([N:6]([CH2:19][C:20]2[CH:25]=[CH:24][CH:23]=[CH:22][C:21]=2[C:26]([F:29])([F:28])[F:27])[C:7]2[CH:14]=[CH:13][C:10]([C:11]#[N:12])=[C:9]([C:15]([F:18])([F:17])[F:16])[CH:8]=2)[CH2:2]1.Br[CH2:31][C:32]([O:34][C:35]([CH3:38])([CH3:37])[CH3:36])=[O:33]. (6) The reactants are C[O:2][C:3]1[CH:8]=[CH:7][C:6]([NH:9][C:10](=[O:12])[CH3:11])=[CH:5][C:4]=1[C:13]1[N:14]([CH3:18])[N:15]=[CH:16][CH:17]=1.B(Br)(Br)Br. The catalyst is ClCCCl. The product is [OH:2][C:3]1[CH:8]=[CH:7][C:6]([NH:9][C:10](=[O:12])[CH3:11])=[CH:5][C:4]=1[C:13]1[N:14]([CH3:18])[N:15]=[CH:16][CH:17]=1. The yield is 0.210. (7) The reactants are [NH2:1][C:2]1[CH:7]=[C:6]([CH2:8][O:9][C:10]2[C:19]3[C:14](=[CH:15][CH:16]=[CH:17][CH:18]=3)[C:13]([N+:20]([O-])=O)=[CH:12][CH:11]=2)[CH:5]=[CH:4][N:3]=1.[H][H]. The catalyst is CO.CC(O)=O.[Pt]. The yield is 0.940. The product is [NH2:1][C:2]1[CH:7]=[C:6]([CH2:8][O:9][C:10]2[C:19]3[C:14](=[CH:15][CH:16]=[CH:17][CH:18]=3)[C:13]([NH2:20])=[CH:12][CH:11]=2)[CH:5]=[CH:4][N:3]=1.